From a dataset of KCNQ2 potassium channel screen with 302,405 compounds. Binary Classification. Given a drug SMILES string, predict its activity (active/inactive) in a high-throughput screening assay against a specified biological target. The result is 0 (inactive). The drug is O=C(Nc1c2c(ccc1)cccc2)c1[nH]c(c(c1C)C(=O)C)C.